Dataset: Catalyst prediction with 721,799 reactions and 888 catalyst types from USPTO. Task: Predict which catalyst facilitates the given reaction. Reactant: C[O:2][C:3]1[CH:4]=[CH:5][C:6]2[C:10]([O:11][C:12]3[CH:17]=[CH:16][C:15](/[CH:18]=[CH:19]/[C:20]([NH:22][CH2:23][CH2:24][C:25]([F:28])([F:27])[F:26])=[O:21])=[CH:14][CH:13]=3)=[C:9]([C:29]3[CH:34]=[CH:33][C:32]([O:35]C)=[CH:31][CH:30]=3)[S:8][C:7]=2[CH:37]=1.B(Br)(Br)Br. Product: [OH:2][C:3]1[CH:4]=[CH:5][C:6]2[C:10]([O:11][C:12]3[CH:17]=[CH:16][C:15](/[CH:18]=[CH:19]/[C:20]([NH:22][CH2:23][CH2:24][C:25]([F:28])([F:26])[F:27])=[O:21])=[CH:14][CH:13]=3)=[C:9]([C:29]3[CH:30]=[CH:31][C:32]([OH:35])=[CH:33][CH:34]=3)[S:8][C:7]=2[CH:37]=1. The catalyst class is: 2.